From a dataset of Experimental lipophilicity measurements (octanol/water distribution) for 4,200 compounds from AstraZeneca. Regression/Classification. Given a drug SMILES string, predict its absorption, distribution, metabolism, or excretion properties. Task type varies by dataset: regression for continuous measurements (e.g., permeability, clearance, half-life) or binary classification for categorical outcomes (e.g., BBB penetration, CYP inhibition). For this dataset (lipophilicity_astrazeneca), we predict Y. (1) The compound is O=c1cc(-c2ccc(O)cc2)[nH]c2ccccc12. The Y is 2.34 logD. (2) The molecule is O=C(O)c1ccc(CN2CCC(CN3CCC(Oc4ccc(Cl)c(Cl)c4)CC3)CC2)cc1. The Y is 1.10 logD. (3) The drug is NC1(c2ccc(-c3c(-c4ccccc4)ccn4ncnc34)cc2)CCC1. The Y is 1.70 logD. (4) The molecule is NC1(C(=O)NC(CO)c2ccc(Cl)cc2)CCN(c2ncnc3[nH]ccc23)CC1. The Y is 2.40 logD. (5) The drug is COCCOC(=O)C1=C(C)NC(C)=C(C(=O)OC(C)C)C1c1cccc([N+](=O)[O-])c1. The Y is 3.80 logD. (6) The molecule is Clc1ccc2c(c1Nc1ncnc3cc(OCCCN4CCCC4)cc(OC4CCOCC4)c13)OCO2. The Y is 2.30 logD. (7) The drug is Cc1cc2[nH]c(=O)c(O)cc(=O)c2cc1C. The Y is 1.99 logD. (8) The compound is c1ccc(-c2cn3ccccc3n2)cc1. The Y is 2.90 logD. (9) The drug is c1ccc(-c2n[nH]c(-c3ccncc3)n2)nc1. The Y is 1.48 logD.